This data is from Catalyst prediction with 721,799 reactions and 888 catalyst types from USPTO. The task is: Predict which catalyst facilitates the given reaction. (1) Reactant: C[O:2][C:3]([C:5]1[CH:13]=[C:12]2[C:8]([C:9]([C:36](=[O:38])[CH3:37])=[N:10][N:11]2[CH2:14][C:15]([N:17]2[C@H:22]([C:23](=[O:35])[NH:24][C@@H:25]3[CH2:27][C@H:26]3[C:28]3[CH:33]=[CH:32][CH:31]=[CH:30][C:29]=3[F:34])[CH2:21][C@@H:20]3[C@H:18]2[CH2:19]3)=[O:16])=[CH:7][CH:6]=1)=[O:4].O[Li].O. Product: [C:36]([C:9]1[C:8]2[C:12](=[CH:13][C:5]([C:3]([OH:4])=[O:2])=[CH:6][CH:7]=2)[N:11]([CH2:14][C:15]([N:17]2[C@H:22]([C:23](=[O:35])[NH:24][C@@H:25]3[CH2:27][C@H:26]3[C:28]3[CH:33]=[CH:32][CH:31]=[CH:30][C:29]=3[F:34])[CH2:21][C@@H:20]3[C@H:18]2[CH2:19]3)=[O:16])[N:10]=1)(=[O:38])[CH3:37]. The catalyst class is: 20. (2) Reactant: [NH2:1][C:2]1[S:3][C:4]2[CH:10]=[C:9]([C:11]([OH:16])([CH2:14][CH3:15])[CH2:12][CH3:13])[CH:8]=[CH:7][C:5]=2[N:6]=1.[C:17](OC(=O)C)(=[O:19])[CH3:18]. Product: [CH2:12]([C:11]([C:9]1[CH:8]=[CH:7][C:5]2[N:6]=[C:2]([NH:1][C:17](=[O:19])[CH3:18])[S:3][C:4]=2[CH:10]=1)([OH:16])[CH2:14][CH3:15])[CH3:13]. The catalyst class is: 25. (3) Reactant: [CH3:1][C:2]1[C@H:3]([C:15]([C:17]2[CH:22]=[C:21]([O:23][CH3:24])[CH:20]=[C:19]([O:25][CH3:26])[CH:18]=2)=[O:16])[C@:4]2([CH3:14])[C@@H:9]([CH2:10][CH:11]=1)[C:8]([CH3:13])([CH3:12])[CH2:7][CH2:6][CH2:5]2.B.C1C[O:31]CC1.[OH-].[Na+].OO.[NH4+].[Cl-].Cl. Product: [CH3:24][O:23][C:21]1[CH:22]=[C:17]([C:15]([C@@H:3]2[C@:4]3([CH3:14])[C@H:9]([C:8]([CH3:12])([CH3:13])[CH2:7][CH2:6][CH2:5]3)[CH2:10][C@@H:11]([OH:31])[C@@H:2]2[CH3:1])=[O:16])[CH:18]=[C:19]([O:25][CH3:26])[CH:20]=1. The catalyst class is: 1. (4) Reactant: [Cl:1][C:2]1[CH:7]=[C:6]([CH3:8])[CH:5]=[CH:4][C:3]=1[CH:9]1[NH:18][C:17](=[O:19])[C:16]2[C:11](=[C:12]([CH3:20])[CH:13]=[CH:14][CH:15]=2)[NH:10]1.ClC1C(=O)C(C#N)=C(C#N)C(=O)C=1Cl. Product: [Cl:1][C:2]1[CH:7]=[C:6]([CH3:8])[CH:5]=[CH:4][C:3]=1[C:9]1[NH:18][C:17](=[O:19])[C:16]2[C:11](=[C:12]([CH3:20])[CH:13]=[CH:14][CH:15]=2)[N:10]=1. The catalyst class is: 8.